The task is: Predict the reaction yield, written as a fraction of the theoretical maximum amount of product (1.0 means a 100% yield; for example, 0.34 means a 34% yield).. This data is from Reaction yield outcomes from USPTO patents with 853,638 reactions. The reactants are [O:1]1[CH2:3][CH:2]1[CH2:4][CH2:5][O:6][C:7]1[CH:14]=[CH:13][C:10]([C:11]#[N:12])=[CH:9][CH:8]=1.[NH3:15]. The catalyst is C(O)(C)C. The product is [NH2:15][CH2:3][CH:2]([OH:1])[CH2:4][CH2:5][O:6][C:7]1[CH:14]=[CH:13][C:10]([C:11]#[N:12])=[CH:9][CH:8]=1. The yield is 0.930.